Predict the product of the given reaction. From a dataset of Forward reaction prediction with 1.9M reactions from USPTO patents (1976-2016). (1) Given the reactants [C:1]1([NH2:8])[CH:6]=[CH:5][CH:4]=[CH:3][C:2]=1[NH2:7].O.[C:10](O)(=O)[CH:11]=[O:12], predict the reaction product. The product is: [NH:7]1[C:2]2[C:1](=[CH:6][CH:5]=[CH:4][CH:3]=2)[N:8]=[CH:10][C:11]1=[O:12]. (2) Given the reactants [CH3:1][CH2:2][NH:3][C@@H:4]1[C:11]2[CH:12]=[C:13]([S:15]([NH2:18])(=[O:17])=[O:16])[S:14][C:10]=2[S:7](=[O:9])(=[O:8])[C@@H:6]([CH3:19])[CH2:5]1.[C@:20]12([CH2:30][S:31]([OH:34])(=[O:33])=[O:32])[C:27]([CH3:29])([CH3:28])[CH:24]([CH2:25][CH2:26]1)[CH2:23][C:21]2=[O:22], predict the reaction product. The product is: [CH3:1][CH2:2][NH:3][C@@H:4]1[C:11]2[CH:12]=[C:13]([S:15]([NH2:18])(=[O:17])=[O:16])[S:14][C:10]=2[S:7](=[O:8])(=[O:9])[C@@H:6]([CH3:19])[CH2:5]1.[C:20]12([CH2:30][S:31]([O-:34])(=[O:32])=[O:33])[C:27]([CH3:29])([CH3:28])[CH:24]([CH2:25][CH2:26]1)[CH2:23][C:21]2=[O:22]. (3) Given the reactants [CH2:1]([C:3]1[N:7]([C:8]2[N:16]=[C:15]3[C:11]([N:12]=[C:13]([CH:18]=O)[N:14]3[CH3:17])=[C:10]([N:20]3[CH2:25][CH2:24][O:23][CH2:22][CH2:21]3)[N:9]=2)[C:6]2[CH:26]=[CH:27][CH:28]=[CH:29][C:5]=2[N:4]=1)[CH3:2].[F:30][CH:31]1[CH2:34][N:33]([CH:35]2[CH2:40][CH2:39][NH:38][CH2:37][CH2:36]2)[CH2:32]1.C(O[BH-](OC(=O)C)OC(=O)C)(=O)C.[Na+], predict the reaction product. The product is: [CH2:1]([C:3]1[N:7]([C:8]2[N:16]=[C:15]3[C:11]([N:12]=[C:13]([CH2:18][N:38]4[CH2:39][CH2:40][CH:35]([N:33]5[CH2:32][CH:31]([F:30])[CH2:34]5)[CH2:36][CH2:37]4)[N:14]3[CH3:17])=[C:10]([N:20]3[CH2:25][CH2:24][O:23][CH2:22][CH2:21]3)[N:9]=2)[C:6]2[CH:26]=[CH:27][CH:28]=[CH:29][C:5]=2[N:4]=1)[CH3:2]. (4) Given the reactants [CH3:1][N:2]([CH3:16])[C:3]1([C:14]#N)[CH2:13][CH2:12][C:6]2([C:10](=[O:11])[NH:9][CH2:8][CH2:7]2)[CH2:5][CH2:4]1.[CH:17]1(C[Mg]I)[CH2:21][CH2:20][CH2:19][CH2:18]1.[Cl-].[NH4+], predict the reaction product. The product is: [CH:17]1([CH2:14][C:3]2([N:2]([CH3:1])[CH3:16])[CH2:4][CH2:5][C:6]3([C:10](=[O:11])[NH:9][CH2:8][CH2:7]3)[CH2:12][CH2:13]2)[CH2:21][CH2:20][CH2:19][CH2:18]1. (5) Given the reactants Cl.[C:2]([OH:8])([C:4]([F:7])([F:6])[F:5])=[O:3].[CH3:9][O:10][C:11]([NH:13][C@@H:14]([CH:58]([CH3:60])[CH3:59])[C:15]([N:17]1[C@H:22]([C:23]2[NH:24][C:25]([C:28]#[C:29][C:30]3[CH:31]=[C:32]4[C:37](=[CH:38][CH:39]=3)[CH:36]=[C:35]([C:40]3[NH:44][C:43]([C@@H:45]5[CH2:50][C@@H:49]6[C@@H:47]([CH2:48]6)[N:46]5C(OC(C)(C)C)=O)=[N:42][CH:41]=3)[CH:34]=[CH:33]4)=[CH:26][N:27]=2)[CH2:21][C@@H:20]2[C@H:18]1[CH2:19]2)=[O:16])=[O:12].[CH3:61][O:62][C:63]([NH:65][C@@H:66]([CH:70]1[CH2:75][CH2:74]OCC1)[C:67]([OH:69])=O)=[O:64].CCN(C(C)C)C(C)C.CN(C(ON1N=NC2C=CC=NC1=2)=[N+](C)C)C.F[P-](F)(F)(F)(F)F, predict the reaction product. The product is: [C:2]([OH:8])([C:4]([F:7])([F:6])[F:5])=[O:3].[CH3:9][O:10][C:11]([NH:13][C@@H:14]([CH:58]([CH3:60])[CH3:59])[C:15]([N:17]1[C@H:22]([C:23]2[NH:27][CH:26]=[C:25]([C:28]#[C:29][C:30]3[CH:31]=[C:32]4[C:37](=[CH:38][CH:39]=3)[CH:36]=[C:35]([C:40]3[N:44]=[C:43]([C@@H:45]5[CH2:50][C@@H:49]6[C@@H:47]([CH2:48]6)[N:46]5[C:67](=[O:69])[C@@H:66]([NH:65][C:63](=[O:64])[O:62][CH3:61])[CH:70]5[CH2:4][CH2:2][O:8][CH2:74][CH2:75]5)[NH:42][CH:41]=3)[CH:34]=[CH:33]4)[N:24]=2)[CH2:21][C@@H:20]2[C@H:18]1[CH2:19]2)=[O:16])=[O:12]. (6) Given the reactants C(NC(C)C)(C)C.C([Li])CCC.[CH:13]1[CH:14]=[C:15]([N:21]2[CH2:26][CH2:25][N:24]([CH2:27][CH2:28][CH2:29][CH2:30][O:31][C:32]3[CH:33]=[CH:34][C:35]4[CH2:42][CH2:41][C:39](=[O:40])[NH:38][C:36]=4[CH:37]=3)[CH2:23][CH2:22]2)[C:16]([Cl:20])=[C:17]([Cl:19])[CH:18]=1.C([N-]C(C)C)(C)C.[Li+].[C:51](O[C:51](=[O:57])[CH2:52][CH2:53][CH2:54][CH2:55][CH3:56])(=[O:57])[CH2:52][CH2:53][CH2:54][CH2:55][CH3:56], predict the reaction product. The product is: [Cl:20][C:16]1[C:17]([Cl:19])=[CH:18][CH:13]=[CH:14][C:15]=1[N:21]1[CH2:26][CH2:25][N:24]([CH2:27][CH2:28][CH2:29][CH2:30][O:31][C:32]2[CH:37]=[C:36]3[C:35]([CH2:42][CH2:41][C:39](=[O:40])[N:38]3[C:51](=[O:57])[CH2:52][CH2:53][CH2:54][CH2:55][CH3:56])=[CH:34][CH:33]=2)[CH2:23][CH2:22]1. (7) Given the reactants [Cl:1][C:2]1[N:10]=[C:9]([Cl:11])[CH:8]=[C:7]([CH3:12])[C:3]=1[C:4]([OH:6])=[O:5].Cl(O)(=O)(=O)=O, predict the reaction product. The product is: [Cl:1][C:2]1[N:10]=[C:9]([Cl:11])[CH:8]=[C:7]([CH3:12])[C:3]=1[C:4]([O:6][C:3]([CH3:7])([CH3:4])[CH3:2])=[O:5]. (8) Given the reactants Cl.[CH3:2][CH:3]([CH2:8][N:9]1[CH2:14][CH2:13][CH2:12][CH2:11][CH2:10]1)[CH2:4][C:5]([OH:7])=[O:6].C(Cl)(=O)C(Cl)=O.C(OC([N:28]1[C:32]([NH2:33])=[CH:31][C:30]([C:34]2[CH:35]=[N:36][C:37]3[C:42]([CH:43]=2)=[CH:41][CH:40]=[CH:39][CH:38]=3)=[N:29]1)=O)(C)(C)C.C(O)(C(F)(F)F)=O, predict the reaction product. The product is: [CH:5]([OH:7])=[O:6].[CH3:2][CH:3]([CH2:8][N:9]1[CH2:14][CH2:13][CH2:12][CH2:11][CH2:10]1)[CH2:4][C:5]([NH:33][C:32]1[NH:28][N:29]=[C:30]([C:34]2[CH:35]=[N:36][C:37]3[C:42]([CH:43]=2)=[CH:41][CH:40]=[CH:39][CH:38]=3)[CH:31]=1)=[O:7]. (9) Given the reactants [CH3:1][O:2][C:3]([C:5]1[N:6]([C:18]([O:20][C:21]([CH3:24])([CH3:23])[CH3:22])=[O:19])[C:7]2[C:12]([CH:13]=1)=[CH:11][C:10]([CH3:14])=[CH:9][C:8]=2[N+:15]([O-:17])=[O:16])=[O:4].[Br:25]N1C(=O)CCC1=O, predict the reaction product. The product is: [CH3:1][O:2][C:3]([C:5]1[N:6]([C:18]([O:20][C:21]([CH3:24])([CH3:23])[CH3:22])=[O:19])[C:7]2[C:12]([CH:13]=1)=[CH:11][C:10]([CH2:14][Br:25])=[CH:9][C:8]=2[N+:15]([O-:17])=[O:16])=[O:4]. (10) Given the reactants [CH3:1][C:2]([CH:17]1[CH2:22][CH2:21][NH:20][C:19](=[O:23])[CH2:18]1)([S:4]([C:7]1[CH:12]=[CH:11][CH:10]=[C:9]([C:13]([F:16])([F:15])[F:14])[CH:8]=1)(=[O:6])=[O:5])[CH3:3].[C:24](Cl)(=[O:31])[C:25]1[CH:30]=[CH:29][CH:28]=[CH:27][CH:26]=1.O, predict the reaction product. The product is: [C:24]([N:20]1[CH2:21][CH2:22][CH:17]([C:2]([CH3:1])([S:4]([C:7]2[CH:12]=[CH:11][CH:10]=[C:9]([C:13]([F:14])([F:16])[F:15])[CH:8]=2)(=[O:5])=[O:6])[CH3:3])[CH2:18][C:19]1=[O:23])(=[O:31])[C:25]1[CH:30]=[CH:29][CH:28]=[CH:27][CH:26]=1.